Dataset: Full USPTO retrosynthesis dataset with 1.9M reactions from patents (1976-2016). Task: Predict the reactants needed to synthesize the given product. (1) The reactants are: F[C:2]1[CH:7]=[CH:6][C:5]([N+:8]([O-:10])=[O:9])=[CH:4][CH:3]=1.[CH3:11][C@H:12]1[O:17][C@@H:16]([CH3:18])[CH2:15][NH:14][CH2:13]1.C(=O)([O-])[O-].[K+].[K+]. Given the product [CH3:18][C@H:16]1[CH2:15][N:14]([C:2]2[CH:7]=[CH:6][C:5]([N+:8]([O-:10])=[O:9])=[CH:4][CH:3]=2)[CH2:13][C@@H:12]([CH3:11])[O:17]1, predict the reactants needed to synthesize it. (2) Given the product [Cl:13][C:14]1[CH:19]=[C:18]([C:5]2[CH:4]=[CH:3][C:2]([NH2:1])=[CH:7][C:6]=2[C:8]([F:11])([F:10])[F:9])[CH:17]=[CH:16][CH:15]=1, predict the reactants needed to synthesize it. The reactants are: [NH2:1][C:2]1[CH:3]=[CH:4][C:5](Br)=[C:6]([C:8]([F:11])([F:10])[F:9])[CH:7]=1.[Cl:13][C:14]1[CH:15]=[C:16](B(O)O)[CH:17]=[CH:18][CH:19]=1.C([O-])([O-])=O.[Na+].[Na+]. (3) Given the product [ClH:1].[CH3:18][C:19]1([CH3:30])[CH2:23][C:22]2[CH:24]=[CH:25][CH:26]=[C:27]([CH2:28][N:8]3[CH2:7][CH2:6][C:5]4([CH2:2][NH:3][CH2:4]4)[CH2:10][CH2:9]3)[C:21]=2[O:20]1, predict the reactants needed to synthesize it. The reactants are: [ClH:1].[CH2:2]1[C:5]2([CH2:10][CH2:9][NH:8][CH2:7][CH2:6]2)[CH2:4][N:3]1C(OC(C)(C)C)=O.[CH3:18][C:19]1([CH3:30])[CH2:23][C:22]2[CH:24]=[CH:25][CH:26]=[C:27]([CH:28]=O)[C:21]=2[O:20]1. (4) Given the product [CH:11]1[C:12]2[CH:13]([N:57]([CH2:58][NH:59][C:49](=[O:51])[CH:47]([OH:48])[CH:45]([OH:46])[C:44]([OH:53])=[O:52])[C:66]([O:69][CH3:70])=[O:68])[C:1]3[C:6](=[CH:5][CH:4]=[CH:3][CH:2]=3)[C:7]=2[CH:8]=[CH:9][CH:10]=1, predict the reactants needed to synthesize it. The reactants are: [CH:1]1[C:13]2[CH:12](COC(NCC(N)=O)=O)[C:11]3[C:6](=[CH:7][CH:8]=[CH:9][CH:10]=3)[C:5]=2[CH:4]=[CH:3][CH:2]=1.FC(F)(F)C(OI(C1C=CC=CC=1)OC(=O)C(F)(F)F)=O.[C:44]([OH:53])(=[O:52])[C@@H:45]([C@H:47]([C:49]([OH:51])=O)[OH:48])[OH:46].Cl.C([N:57]=[C:58]=[N:59]CCCN(C)C)C.[C:66]([O:69][CH2:70]C)(=[O:68])C.